From a dataset of Full USPTO retrosynthesis dataset with 1.9M reactions from patents (1976-2016). Predict the reactants needed to synthesize the given product. (1) Given the product [CH:20]1([NH:16][C:4](=[O:5])[CH2:3][C:2]([F:8])([F:7])[F:1])[CH2:21][CH2:22][CH2:23][CH2:24][CH2:19]1, predict the reactants needed to synthesize it. The reactants are: [F:1][C:2]([F:8])([F:7])[CH2:3][C:4](O)=[O:5].F[P-](F)(F)(F)(F)F.[N:16]1(O[P+](N(C)C)(N(C)C)N(C)C)[C:20]2[CH:21]=[CH:22][CH:23]=[CH:24][C:19]=2N=N1.C(N(CC)CC)C.C1(N)CCCCC1. (2) Given the product [CH3:7][O:8][C:9]([C@H:11]1[CH2:16][CH2:15][C@H:14]([N:17]([CH2:18][C:19]2[CH:28]=[CH:27][C:22]3[O:23][CH2:24][CH2:25][O:26][C:21]=3[CH:20]=2)[CH3:1])[CH2:13][CH2:12]1)=[O:10], predict the reactants needed to synthesize it. The reactants are: [CH3:1]C([O-])(C)C.[K+].[CH3:7][O:8][C:9]([C@H:11]1[CH2:16][CH2:15][C@H:14]([NH:17][CH2:18][C:19]2[CH:28]=[CH:27][C:22]3[O:23][CH2:24][CH2:25][O:26][C:21]=3[CH:20]=2)[CH2:13][CH2:12]1)=[O:10].CI. (3) Given the product [CH3:55][O:56][C:57](=[O:66])[C@@H:58]1[CH2:62][CH:61]([N:63]=[N+:64]=[N-:65])[CH2:60][N:59]1[C:18](=[O:20])[CH2:17][CH2:16][C:12]1[CH:13]=[CH:14][CH:15]=[C:10]([CH2:9][NH:8][C:6]([O:5][C:1]([CH3:2])([CH3:3])[CH3:4])=[O:7])[CH:11]=1, predict the reactants needed to synthesize it. The reactants are: [C:1]([O:5][C:6]([NH:8][CH2:9][C:10]1[CH:11]=[C:12]([CH2:16][CH2:17][C:18]([OH:20])=O)[CH:13]=[CH:14][CH:15]=1)=[O:7])([CH3:4])([CH3:3])[CH3:2].CCN(C(C)C)C(C)C.CN(C(ON1N=NC2C=CC=CC1=2)=[N+](C)C)C.F[P-](F)(F)(F)(F)F.Cl.[CH3:55][O:56][C:57](=[O:66])[C@@H:58]1[CH2:62][C@H:61]([N:63]=[N+:64]=[N-:65])[CH2:60][NH:59]1. (4) Given the product [CH:11]1([N:8]2[C:6]3[N:7]=[C:2]([C:35]4[CH2:34][C:33]([CH3:47])([CH3:46])[NH:32][C:31]([CH3:48])([CH3:30])[CH:36]=4)[CH:3]=[C:4]([C:17]([NH:19][CH2:20][C:21]4[C:22](=[O:29])[NH:23][C:24]([CH3:28])=[CH:25][C:26]=4[CH3:27])=[O:18])[C:5]=3[CH:10]=[N:9]2)[CH2:16][CH2:15][CH2:14][CH2:13][CH2:12]1, predict the reactants needed to synthesize it. The reactants are: Br[C:2]1[CH:3]=[C:4]([C:17]([NH:19][CH2:20][C:21]2[C:22](=[O:29])[NH:23][C:24]([CH3:28])=[CH:25][C:26]=2[CH3:27])=[O:18])[C:5]2[CH:10]=[N:9][N:8]([CH:11]3[CH2:16][CH2:15][CH2:14][CH2:13][CH2:12]3)[C:6]=2[N:7]=1.[CH3:30][C:31]1([CH3:48])[CH2:36][C:35](B2OC(C)(C)C(C)(C)O2)=[CH:34][C:33]([CH3:47])([CH3:46])[NH:32]1.C([O-])([O-])=O.[Na+].[Na+].CCOC(C)=O. (5) Given the product [CH2:1]([O:3][C:4](=[O:16])[C:5]([CH3:15])([CH3:14])[C:6]1[CH:11]=[CH:10][CH:9]=[C:8]([C:12]#[N:18])[CH:7]=1)[CH3:2], predict the reactants needed to synthesize it. The reactants are: [CH2:1]([O:3][C:4](=[O:16])[C:5]([CH3:15])([CH3:14])[C:6]1[CH:11]=[CH:10][CH:9]=[C:8]([CH:12]=O)[CH:7]=1)[CH3:2].Cl.[NH2:18]O.C([O-])(=O)C.[Na+].